From a dataset of Forward reaction prediction with 1.9M reactions from USPTO patents (1976-2016). Predict the product of the given reaction. (1) Given the reactants [C:1]([O:5][C:6]([N:8]1[CH2:13][CH2:12][CH:11]([C:14]2[C:19]([NH2:20])=[CH:18][CH:17]=[C:16](Br)[N:15]=2)[CH2:10][CH2:9]1)=[O:7])([CH3:4])([CH3:3])[CH3:2].[CH2:22](C([Sn])=C(CCCC)CCCC)[CH2:23]CC, predict the reaction product. The product is: [C:1]([O:5][C:6]([N:8]1[CH2:13][CH2:12][CH:11]([C:14]2[C:19]([NH2:20])=[CH:18][CH:17]=[C:16]([CH:22]=[CH2:23])[N:15]=2)[CH2:10][CH2:9]1)=[O:7])([CH3:4])([CH3:3])[CH3:2]. (2) Given the reactants CO[C:3]([C:5]1[NH:6][N:7]=[C:8]([O:10][CH2:11][C:12]2[C:13]([CH2:18][CH2:19][CH2:20][CH3:21])=[N:14][O:15][C:16]=2[CH3:17])[CH:9]=1)=[O:4].[NH2:22][CH:23]1[CH2:27][CH2:26][O:25][CH2:24]1, predict the reaction product. The product is: [O:25]1[CH2:26][CH2:27][CH:23]([NH:22][C:3]([C:5]2[NH:6][N:7]=[C:8]([O:10][CH2:11][C:12]3[C:13]([CH2:18][CH2:19][CH2:20][CH3:21])=[N:14][O:15][C:16]=3[CH3:17])[CH:9]=2)=[O:4])[CH2:24]1. (3) Given the reactants [Br:1][C:2]1[C:3]([NH:21][C:22]2[CH:26]=[C:25]([CH:27]3[CH2:29][CH2:28]3)[NH:24][N:23]=2)=[N:4][C:5]([C:8]2[S:12][C:11]([S:13]([NH:16][C:17]([CH3:20])([CH3:19])[CH3:18])(=[O:15])=[O:14])=[CH:10][CH:9]=2)=[N:6][CH:7]=1.[CH3:30][C:31](OC(C)=O)=[O:32], predict the reaction product. The product is: [C:31]([N:24]1[C:25]([CH:27]2[CH2:28][CH2:29]2)=[CH:26][C:22]([NH:21][C:3]2[C:2]([Br:1])=[CH:7][N:6]=[C:5]([C:8]3[S:12][C:11]([S:13]([NH:16][C:17]([CH3:19])([CH3:20])[CH3:18])(=[O:14])=[O:15])=[CH:10][CH:9]=3)[N:4]=2)=[N:23]1)(=[O:32])[CH3:30]. (4) Given the reactants [O:1]1[CH2:6][CH2:5][N:4](CC2C=CC(C#N)=CC=2)[CH2:3][CH2:2]1.[CH2:16]([O:18]CC)[CH3:17].Cl.[C:22]1([CH3:28])[CH:27]=[CH:26][CH:25]=[CH:24][CH:23]=1, predict the reaction product. The product is: [O:1]1[CH2:2][CH2:3][N:4]([CH2:28][C:22]2[CH:27]=[CH:26][C:25]([C:16](=[O:18])[CH3:17])=[CH:24][CH:23]=2)[CH2:5][CH2:6]1. (5) Given the reactants Br[C:2]1[C:3]([CH3:28])=[C:4]([C:8]2[C:20]3[C:19]4[C:14](=[CH:15][C:16]([C:21]([OH:24])([CH3:23])[CH3:22])=[CH:17][CH:18]=4)[NH:13][C:12]=3[C:11]([C:25]([NH2:27])=[O:26])=[CH:10][CH:9]=2)[CH:5]=[CH:6][CH:7]=1.[CH3:29][O:30][C:31]1[CH2:35][NH:34][C:33](=[O:36])[CH:32]=1.C(=O)([O-])[O-].[Cs+].[Cs+].C1(P(C2C=CC=CC=2)C2C3OC4C(=CC=CC=4P(C4C=CC=CC=4)C4C=CC=CC=4)C(C)(C)C=3C=CC=2)C=CC=CC=1, predict the reaction product. The product is: [OH:24][C:21]([C:16]1[CH:15]=[C:14]2[C:19]([C:20]3[C:8]([C:4]4[CH:5]=[CH:6][CH:7]=[C:2]([N:34]5[CH2:35][C:31]([O:30][CH3:29])=[CH:32][C:33]5=[O:36])[C:3]=4[CH3:28])=[CH:9][CH:10]=[C:11]([C:25]([NH2:27])=[O:26])[C:12]=3[NH:13]2)=[CH:18][CH:17]=1)([CH3:22])[CH3:23]. (6) Given the reactants Br[C:2]1[CH:3]=[N:4][CH:5]=[CH:6][C:7]=1[O:8][CH2:9][C:10]([F:13])([F:12])[F:11].[CH:14]1([B-](F)(F)F)[CH2:16][CH2:15]1.[K+].C(P(C12CC3CC(CC(C3)C1)C2)C12CC3CC(CC(C3)C1)C2)CCC.C([O-])([O-])=O.[Cs+].[Cs+], predict the reaction product. The product is: [CH:14]1([C:2]2[CH:3]=[N:4][CH:5]=[CH:6][C:7]=2[O:8][CH2:9][C:10]([F:13])([F:12])[F:11])[CH2:16][CH2:15]1.